This data is from Forward reaction prediction with 1.9M reactions from USPTO patents (1976-2016). The task is: Predict the product of the given reaction. Given the reactants [NH2:1][C:2]1[CH:10]=[CH:9][CH:8]=[CH:7][C:3]=1[C:4]([NH2:6])=[O:5].O=[C:12]1[CH2:17][CH2:16][N:15]([C:18]([O:20][C:21]([CH3:24])([CH3:23])[CH3:22])=[O:19])[CH2:14][CH2:13]1.S([O-])([O-])(=O)=O.[Mg+2], predict the reaction product. The product is: [CH3:24][C:21]([O:20][C:18]([N:15]1[CH2:16][CH2:17][C:12]2([NH:6][C:4](=[O:5])[C:3]3[C:2](=[CH:10][CH:9]=[CH:8][CH:7]=3)[NH:1]2)[CH2:13][CH2:14]1)=[O:19])([CH3:22])[CH3:23].